From a dataset of Forward reaction prediction with 1.9M reactions from USPTO patents (1976-2016). Predict the product of the given reaction. Given the reactants [Cl:1][C:2]1[CH:3]=[CH:4][C:5]([S:8][C:9]2[O:13][C:12]([CH:14]3[CH2:16][CH2:15]3)=[N:11][C:10]=2[C:17]2[CH:18]=[CH:19][C:20]([C:23](=[O:25])[CH3:24])=[N:21][CH:22]=2)=[N:6][CH:7]=1.[BH4-].[Na+], predict the reaction product. The product is: [Cl:1][C:2]1[CH:3]=[CH:4][C:5]([S:8][C:9]2[O:13][C:12]([CH:14]3[CH2:16][CH2:15]3)=[N:11][C:10]=2[C:17]2[CH:18]=[CH:19][C:20]([CH:23]([OH:25])[CH3:24])=[N:21][CH:22]=2)=[N:6][CH:7]=1.